Dataset: Full USPTO retrosynthesis dataset with 1.9M reactions from patents (1976-2016). Task: Predict the reactants needed to synthesize the given product. (1) Given the product [C:1]([C:5]1[N:6]=[C:7]([NH:10][C:11]([C@@H:13]2[CH2:17][CH2:16][CH2:15][N:14]2[CH2:25][CH:22]2[CH2:23][CH2:24][O:19][CH2:20][CH2:21]2)=[O:12])[S:8][CH:9]=1)([CH3:4])([CH3:2])[CH3:3], predict the reactants needed to synthesize it. The reactants are: [C:1]([C:5]1[N:6]=[C:7]([NH:10][C:11]([C@@H:13]2[CH2:17][CH2:16][CH2:15][NH:14]2)=[O:12])[S:8][CH:9]=1)([CH3:4])([CH3:3])[CH3:2].Cl.[O:19]1[CH2:24][CH2:23][CH:22]([CH:25]=O)[CH2:21][CH2:20]1.C(O)(=O)C.C(O[BH-](OC(=O)C)OC(=O)C)(=O)C.[Na+]. (2) Given the product [CH2:1]([C:3]([OH:36])([CH2:34][CH3:35])[CH2:4][CH2:5][C:6]1[CH:11]=[CH:10][C:9]([C:12]([CH2:13][CH3:14])([C:15]2[CH:20]=[CH:19][C:18]([B:21]3[O:25][C:24]([CH3:26])([CH3:27])[C:23]([CH3:28])([CH3:29])[O:22]3)=[C:17]([CH3:30])[CH:16]=2)[CH2:31][CH3:32])=[CH:8][C:7]=1[CH3:33])[CH3:2], predict the reactants needed to synthesize it. The reactants are: [CH2:1]([C:3]([OH:36])([CH2:34][CH3:35])/[CH:4]=[CH:5]/[C:6]1[CH:11]=[CH:10][C:9]([C:12]([CH2:31][CH3:32])([C:15]2[CH:20]=[CH:19][C:18]([B:21]3[O:25][C:24]([CH3:27])([CH3:26])[C:23]([CH3:29])([CH3:28])[O:22]3)=[C:17]([CH3:30])[CH:16]=2)[CH2:13][CH3:14])=[CH:8][C:7]=1[CH3:33])[CH3:2].[H][H]. (3) Given the product [CH2:4]([CH2:3][C@H:2]([NH2:1])[C:15]([NH:32][CH2:33][C:34]([OH:36])=[O:35])=[O:17])[CH2:5][CH2:6][NH2:7], predict the reactants needed to synthesize it. The reactants are: [NH:1](C(OC(C)(C)C)=O)[C@H:2]([C:15]([O:17]N1C(=O)CCC1=O)=O)[CH2:3][CH2:4][CH2:5][CH2:6][NH:7]C(OC(C)(C)C)=O.[NH2:32][CH2:33][C:34]([OH:36])=[O:35]. (4) The reactants are: [CH3:1][CH:2]([NH:4][CH2:5][CH2:6][CH2:7][N:8]1[C:17]([S:18][C:19]2[CH:24]=[C:23]3[O:25][CH2:26][O:27][C:22]3=[CH:21][C:20]=2I)=[N:16][C:10]2[C:11]([NH2:15])=[N:12][CH:13]=[N:14][C:9]1=2)[CH3:3].CCN(C(C)C)C(C)C.[O:38]1[CH:42]=[CH:41][CH2:40][CH2:39]1. Given the product [CH3:23][OH:25].[NH3:4].[O:38]1[CH:39]=[CH:40][CH2:41][CH:42]1[C:20]1[C:19]([S:18][C:17]2[N:8]([CH2:7][CH2:6][CH2:5][NH:4][CH:2]([CH3:3])[CH3:1])[C:9]3[C:10]([N:16]=2)=[C:11]([NH2:15])[N:12]=[CH:13][N:14]=3)=[CH:24][C:23]2[O:25][CH2:26][O:27][C:22]=2[CH:21]=1, predict the reactants needed to synthesize it.